From a dataset of hERG channel blocking data for cardiac toxicity assessment. Regression/Classification. Given a drug SMILES string, predict its toxicity properties. Task type varies by dataset: regression for continuous values (e.g., LD50, hERG inhibition percentage) or binary classification for toxic/non-toxic outcomes (e.g., AMES mutagenicity, cardiotoxicity, hepatotoxicity). Dataset: herg. The molecule is COc1cc2nc(N3CCN(C(=O)c4ccco4)CC3)[nH]c(=N)c2cc1OC. The result is 1 (blocker).